This data is from Catalyst prediction with 721,799 reactions and 888 catalyst types from USPTO. The task is: Predict which catalyst facilitates the given reaction. Reactant: [OH:1][CH2:2][C@H:3]1[O:11][C@H:10]2[C@H:6]([N:7]=[C:8]([NH:12][CH3:13])[S:9]2)[C@@H:5]([OH:14])[C@@H:4]1[OH:15].C([O-])(O)=O.[Na+].Cl[C:22]([O:24][CH2:25][C:26]1[CH:31]=[CH:30][CH:29]=[CH:28][CH:27]=1)=[O:23]. Product: [OH:15][C@@H:4]1[C@@H:3]([CH2:2][OH:1])[O:11][C@H:10]2[C@H:6]([N:7]=[C:8]([N:12]([CH3:13])[C:22](=[O:23])[O:24][CH2:25][C:26]3[CH:31]=[CH:30][CH:29]=[CH:28][CH:27]=3)[S:9]2)[C@H:5]1[OH:14]. The catalyst class is: 20.